This data is from Full USPTO retrosynthesis dataset with 1.9M reactions from patents (1976-2016). The task is: Predict the reactants needed to synthesize the given product. Given the product [Cl:12][C:8]1[CH:7]=[C:3]([C:4]([NH2:6])=[O:5])[C:2]2[N:1]=[C:20]([C:19]([F:24])([F:23])[F:18])[NH:11][C:10]=2[CH:9]=1, predict the reactants needed to synthesize it. The reactants are: [NH2:1][C:2]1[C:10]([NH2:11])=[CH:9][C:8]([Cl:12])=[CH:7][C:3]=1[C:4]([NH2:6])=[O:5].C([O-])(O)=O.[Na+].[F:18][C:19]([F:24])([F:23])[C:20](O)=O.